From a dataset of Forward reaction prediction with 1.9M reactions from USPTO patents (1976-2016). Predict the product of the given reaction. (1) The product is: [Br:18][C:15]1[CH:16]=[CH:17][C:12]([N:11]2[CH:9]([CH3:10])[C:8](=[O:20])[NH:4][C:3]2=[O:1])=[CH:13][C:14]=1[CH3:19]. Given the reactants [O:1]([C:3]#[N:4])[K].C(O[C:8](=[O:20])[CH:9]([NH:11][C:12]1[CH:17]=[CH:16][C:15]([Br:18])=[C:14]([CH3:19])[CH:13]=1)[CH3:10])C.CC(O)=O, predict the reaction product. (2) Given the reactants [OH:1][C@@H:2]([C:18]1[CH:23]=[CH:22][CH:21]=[CH:20][CH:19]=1)[CH2:3][CH2:4][CH2:5][CH2:6][N:7]1[C:15](=[O:16])[C:14]2[C:9](=[CH:10][CH:11]=[CH:12][CH:13]=2)[C:8]1=[O:17].[F:24][C:25]([F:34])([F:33])[C:26]1[CH:31]=[CH:30][C:29](O)=[CH:28][CH:27]=1.C1(P(C2C=CC=CC=2)C2C=CC=CC=2)C=CC=CC=1.N(C(OCC)=O)=NC(OCC)=O.C1(C)C=CC=CC=1, predict the reaction product. The product is: [C:18]1([C@@H:2]([O:1][C:29]2[CH:30]=[CH:31][C:26]([C:25]([F:34])([F:33])[F:24])=[CH:27][CH:28]=2)[CH2:3][CH2:4][CH2:5][CH2:6][N:7]2[C:8](=[O:17])[C:9]3[C:14](=[CH:13][CH:12]=[CH:11][CH:10]=3)[C:15]2=[O:16])[CH:23]=[CH:22][CH:21]=[CH:20][CH:19]=1. (3) Given the reactants C(O[C:6]([N:8]1[CH2:12][C:11](=[N:13][O:14][CH2:15][CH3:16])[CH2:10][C@H:9]1[C:17]([OH:19])=O)=[O:7])(C)(C)C.[CH3:20][O:21][CH2:22]C(Cl)=O.[N:26]1[C:35]2[C:30](=[CH:31][C:32]([NH2:36])=[CH:33][CH:34]=2)[CH:29]=[CH:28][CH:27]=1, predict the reaction product. The product is: [CH2:15]([O:14][N:13]=[C:11]1[CH2:12][N:8]([C:6](=[O:7])[CH2:22][O:21][CH3:20])[C@H:9]([C:17]([NH:36][C:32]2[CH:31]=[C:30]3[C:35](=[CH:34][CH:33]=2)[N:26]=[CH:27][CH:28]=[CH:29]3)=[O:19])[CH2:10]1)[CH3:16]. (4) The product is: [O:10]=[P:9]12[O:8][P:7]3([O:14][P:12]([O:15][P:16]([O:18]3)([O:19]1)=[O:17])(=[O:13])[O:11]2)=[O:6]. Given the reactants CS(O)(=O)=O.[O:6]=[P:7]12[O:18][P:16]3([O:19][P:9]([O:11][P:12]([O:15]3)([O:14]1)=[O:13])(=[O:10])[O:8]2)=[O:17], predict the reaction product.